From a dataset of Rat liver microsome stability data. Regression/Classification. Given a drug SMILES string, predict its absorption, distribution, metabolism, or excretion properties. Task type varies by dataset: regression for continuous measurements (e.g., permeability, clearance, half-life) or binary classification for categorical outcomes (e.g., BBB penetration, CYP inhibition). Dataset: rlm. (1) The compound is CCCc1nn(C)c2c(O)nc(-c3cc(S(=O)(=O)N4CCN(C)CC4)ccc3OCC)nc12. The result is 0 (unstable in rat liver microsomes). (2) The compound is COc1ccc2c(c1)N(C[C@H](C)CN(C)C)c1ccccc1S2. The result is 1 (stable in rat liver microsomes). (3) The drug is O=C(N[C@@H](Cc1ccccc1)C(=O)CCl)OCc1ccccc1. The result is 1 (stable in rat liver microsomes). (4) The compound is CC(=O)N1CCc2c(C)c3c(n2-c2ccc(C(N)=O)c(c2)N[C@@H](C)CC1)CC(C)(C)CC3=O. The result is 1 (stable in rat liver microsomes).